Dataset: Peptide-MHC class II binding affinity with 134,281 pairs from IEDB. Task: Regression. Given a peptide amino acid sequence and an MHC pseudo amino acid sequence, predict their binding affinity value. This is MHC class II binding data. (1) The peptide sequence is AYHFKDPQYPVWELT. The MHC is DRB1_0802 with pseudo-sequence DRB1_0802. The binding affinity (normalized) is 0.459. (2) The peptide sequence is PDDPRNWAGVTSVSI. The MHC is DRB1_0405 with pseudo-sequence DRB1_0405. The binding affinity (normalized) is 0.387. (3) The peptide sequence is EDLVRAYHSMSSTHE. The MHC is HLA-DPA10201-DPB11401 with pseudo-sequence HLA-DPA10201-DPB11401. The binding affinity (normalized) is 0.194. (4) The peptide sequence is GLHLMIGLAKRSQDS. The MHC is DRB1_0401 with pseudo-sequence DRB1_0401. The binding affinity (normalized) is 0.361. (5) The peptide sequence is ILELAQSETCSPGGQ. The MHC is DRB1_1101 with pseudo-sequence DRB1_1101. The binding affinity (normalized) is 0.0921. (6) The peptide sequence is FGMVTLLGSALLSVL. The MHC is HLA-DQA10102-DQB10602 with pseudo-sequence HLA-DQA10102-DQB10602. The binding affinity (normalized) is 0.585.